Task: Predict the product of the given reaction.. Dataset: Forward reaction prediction with 1.9M reactions from USPTO patents (1976-2016) (1) The product is: [Cl:1][C:2]1[CH:3]=[CH:4][C:5]([CH:8]2[CH2:12][N:11]([C:13]([CH:15]3[CH2:16][CH2:17][N:18]([CH2:21][CH2:22][CH2:23][S:53]([CH3:43])(=[O:56])=[O:54])[CH2:19][CH2:20]3)=[O:14])[CH2:10][CH:9]2[N:26]([CH3:41])[C:27](=[O:40])[C:28]2[CH:33]=[CH:32][C:31]([O:34][CH3:35])=[C:30]([C:36]([F:37])([F:39])[F:38])[CH:29]=2)=[CH:6][CH:7]=1. Given the reactants [Cl:1][C:2]1[CH:7]=[CH:6][C:5]([CH:8]2[CH2:12][N:11]([C:13]([CH:15]3[CH2:20][CH2:19][N:18]([CH2:21][CH2:22][CH2:23]SC)[CH2:17][CH2:16]3)=[O:14])[CH2:10][CH:9]2[N:26]([CH3:41])[C:27](=[O:40])[C:28]2[CH:33]=[CH:32][C:31]([O:34][CH3:35])=[C:30]([C:36]([F:39])([F:38])[F:37])[CH:29]=2)=[CH:4][CH:3]=1.Cl[C:43]1C=CC=C(C(OO)=O)C=1.[S:53](=[O:56])(O)[O-:54].[Na+].C(=O)([O-])[O-].[Na+].[Na+], predict the reaction product. (2) Given the reactants [Br:1][CH2:2][C:3]([C:5]1[CH:10]=[CH:9][CH:8]=[CH:7][C:6]=1[O:11][CH3:12])=[O:4].[C:13]([O:17][C:18]([NH:20][CH:21]([C:33]1[CH:38]=[CH:37][CH:36]=[CH:35][CH:34]=1)[C:22]([O:24][C@@H:25]1[CH:30]2[CH2:31][CH2:32][N:27]([CH2:28][CH2:29]2)[CH2:26]1)=[O:23])=[O:19])([CH3:16])([CH3:15])[CH3:14], predict the reaction product. The product is: [Br-:1].[C:13]([O:17][C:18]([NH:20][CH:21]([C:33]1[CH:38]=[CH:37][CH:36]=[CH:35][CH:34]=1)[C:22]([O:24][C@@H:25]1[CH:30]2[CH2:31][CH2:32][N+:27]([CH2:2][C:3]([C:5]3[CH:10]=[CH:9][CH:8]=[CH:7][C:6]=3[O:11][CH3:12])=[O:4])([CH2:28][CH2:29]2)[CH2:26]1)=[O:23])=[O:19])([CH3:16])([CH3:14])[CH3:15].